From a dataset of Catalyst prediction with 721,799 reactions and 888 catalyst types from USPTO. Predict which catalyst facilitates the given reaction. Reactant: [F:1][C:2]1[CH:7]=[CH:6][CH:5]=[C:4]([F:8])[C:3]=1[S:9]([NH:12][C:13]1[C:14]([F:23])=[C:15]([CH:20]=[CH:21][CH:22]=1)[C:16](OC)=[O:17])(=[O:11])=[O:10].[Li+].C[Si]([N-][Si](C)(C)C)(C)C.[Cl:34][C:35]1[N:40]=[C:39]([CH3:41])[CH:38]=[CH:37][N:36]=1. Product: [Cl:34][C:35]1[N:40]=[C:39]([CH2:41][C:16]([C:15]2[C:14]([F:23])=[C:13]([NH:12][S:9]([C:3]3[C:2]([F:1])=[CH:7][CH:6]=[CH:5][C:4]=3[F:8])(=[O:10])=[O:11])[CH:22]=[CH:21][CH:20]=2)=[O:17])[CH:38]=[CH:37][N:36]=1. The catalyst class is: 7.